Predict the reaction yield, written as a fraction of the theoretical maximum amount of product (1.0 means a 100% yield; for example, 0.34 means a 34% yield). From a dataset of Reaction yield outcomes from USPTO patents with 853,638 reactions. (1) The reactants are [NH2:1][C:2]1[N:7]=[CH:6][N:5]=[C:4]2[N:8]([CH2:25][C@H:26]3[CH2:30][CH2:29][CH2:28][N:27]3[C:31](=[O:35])[CH2:32][C:33]#[N:34])[N:9]=[C:10]([C:11]3[CH:16]=[CH:15][C:14]([O:17][C:18]4[CH:23]=[CH:22][CH:21]=[CH:20][CH:19]=4)=[CH:13][C:12]=3[F:24])[C:3]=12.[CH2:36]([N:38]([C:46]([CH3:50])([CH3:49])[CH:47]=O)[C:39](=[O:45])[O:40][C:41]([CH3:44])([CH3:43])[CH3:42])[CH3:37].N1CCCCC1. The catalyst is O1CCOCC1.CC(O)=O. The product is [NH2:1][C:2]1[N:7]=[CH:6][N:5]=[C:4]2[N:8]([CH2:25][C@H:26]3[CH2:30][CH2:29][CH2:28][N:27]3[C:31](=[O:35])[C:32]([C:33]#[N:34])=[CH:50][C:46]([N:38]([CH2:36][CH3:37])[C:39](=[O:45])[O:40][C:41]([CH3:44])([CH3:43])[CH3:42])([CH3:47])[CH3:49])[N:9]=[C:10]([C:11]3[CH:16]=[CH:15][C:14]([O:17][C:18]4[CH:19]=[CH:20][CH:21]=[CH:22][CH:23]=4)=[CH:13][C:12]=3[F:24])[C:3]=12. The yield is 0.190. (2) The reactants are [Br:1][C:2]1[CH:9]=[CH:8][C:5]([CH2:6][NH2:7])=[C:4]([F:10])[CH:3]=1.[CH3:11][O:12][C:13]([C:15]1[S:16][C:17]([C:22]([CH3:25])([CH3:24])[CH3:23])=[CH:18][C:19]=1[CH2:20]Br)=[O:14].C(=O)([O-])[O-].[Cs+].[Cs+]. The catalyst is C(#N)C. The product is [CH3:11][O:12][C:13]([C:15]1[S:16][C:17]([C:22]([CH3:25])([CH3:24])[CH3:23])=[CH:18][C:19]=1[CH2:20][NH:7][CH2:6][C:5]1[CH:8]=[CH:9][C:2]([Br:1])=[CH:3][C:4]=1[F:10])=[O:14]. The yield is 0.520. (3) The reactants are I[C:2]1[S:6][C:5]([O:7][C:8]2[CH:13]=[CH:12][C:11]([O:14][CH:15]([CH3:17])[CH3:16])=[CH:10][CH:9]=2)=[N:4][CH:3]=1.C(N(CC)CC)C.[CH3:25][C:26]([CH:28]=[CH2:29])=[O:27]. The catalyst is CN(C)C=O.[Cl-].C([N+](CCCC)(CCCC)CCCC)CCC.C(OCC)(=O)C.Cl[Pd](Cl)([P](C1C=CC=CC=1)(C1C=CC=CC=1)C1C=CC=CC=1)[P](C1C=CC=CC=1)(C1C=CC=CC=1)C1C=CC=CC=1. The product is [CH:15]([O:14][C:11]1[CH:12]=[CH:13][C:8]([O:7][C:5]2[S:6][C:2](/[CH:29]=[CH:28]/[C:26](=[O:27])[CH3:25])=[CH:3][N:4]=2)=[CH:9][CH:10]=1)([CH3:17])[CH3:16]. The yield is 0.850. (4) The reactants are [N:1]1[CH:6]=[CH:5][CH:4]=[CH:3][C:2]=1[CH2:7][OH:8].[OH-].[K+].[Cl:11][C:12]1[CH:13]=[C:14]([N+:19]([O-:21])=[O:20])[CH:15]=[CH:16][C:17]=1F. The catalyst is C(#N)C. The product is [Cl:11][C:12]1[CH:13]=[C:14]([N+:19]([O-:21])=[O:20])[CH:15]=[CH:16][C:17]=1[O:8][CH2:7][C:2]1[CH:3]=[CH:4][CH:5]=[CH:6][N:1]=1. The yield is 0.930. (5) The reactants are [CH:1]([NH:4][C:5]1[S:6][C:7]2[CH:12]=[C:11]([CH:13]=O)[N:10]=[CH:9][C:8]=2[N:15]=1)([CH3:3])[CH3:2].[NH4+].[OH-].[F:18][C:19]1[CH:24]=[CH:23][CH:22]=[CH:21][C:20]=1[CH:25]([N+:36]#[C-:37])S(C1C=CC(C)=CC=1)(=O)=O.[NH:38]1CCNCC1. The catalyst is C1COCC1.CCOC(C)=O. The product is [F:18][C:19]1[CH:24]=[CH:23][CH:22]=[CH:21][C:20]=1[C:25]1[N:36]=[CH:37][NH:38][C:13]=1[C:11]1[N:10]=[CH:9][C:8]2[N:15]=[C:5]([NH:4][CH:1]([CH3:3])[CH3:2])[S:6][C:7]=2[CH:12]=1. The yield is 0.250. (6) The reactants are [F:1][C:2]1[CH:7]=[CH:6][C:5]([Mg]Br)=[CH:4][CH:3]=1.[C:10]1(=O)[CH2:14][CH2:13][CH2:12][CH2:11]1.Cl. The catalyst is C1COCC1. The product is [C:10]1([C:5]2[CH:6]=[CH:7][C:2]([F:1])=[CH:3][CH:4]=2)[CH2:14][CH2:13][CH2:12][CH:11]=1. The yield is 1.00. (7) The reactants are Cl[C:2]([C:15]1[CH:20]=[CH:19][CH:18]=[CH:17][CH:16]=1)([C:9]1[CH:14]=[CH:13][CH:12]=[CH:11][CH:10]=1)[C:3]1[CH:8]=[CH:7][CH:6]=[CH:5][CH:4]=1.CCN(CC)CC.[NH:28]1[C:32]([CH2:33][C:34]([OH:36])=[O:35])=[N:31][N:30]=[N:29]1. The catalyst is C1COCC1.CCOC(C)=O. The product is [C:2]([N:28]1[C:32]([CH2:33][C:34]([OH:36])=[O:35])=[N:31][N:30]=[N:29]1)([C:15]1[CH:20]=[CH:19][CH:18]=[CH:17][CH:16]=1)([C:9]1[CH:14]=[CH:13][CH:12]=[CH:11][CH:10]=1)[C:3]1[CH:8]=[CH:7][CH:6]=[CH:5][CH:4]=1. The yield is 0.180. (8) The reactants are [NH2:1][CH:2]1[CH2:7][CH2:6][CH:5]([O:8][CH2:9][C:10]([O:12][C:13]([CH3:16])([CH3:15])[CH3:14])=[O:11])[CH2:4][CH2:3]1.Br[C:18]1[CH:23]=[CH:22][C:21]([S:24]([C:27]([F:30])([F:29])[F:28])(=[O:26])=[O:25])=[CH:20][CH:19]=1.C(=O)([O-])[O-].[Cs+].[Cs+]. The catalyst is C1(C)C=CC=CC=1.CC([O-])=O.CC([O-])=O.[Pd+2].C1C=CC(P(C2C(C3C(P(C4C=CC=CC=4)C4C=CC=CC=4)=CC=C4C=3C=CC=C4)=C3C(C=CC=C3)=CC=2)C2C=CC=CC=2)=CC=1. The product is [F:29][C:27]([F:28])([F:30])[S:24]([C:21]1[CH:22]=[CH:23][C:18]([NH:1][CH:2]2[CH2:7][CH2:6][CH:5]([O:8][CH2:9][C:10]([O:12][C:13]([CH3:16])([CH3:15])[CH3:14])=[O:11])[CH2:4][CH2:3]2)=[CH:19][CH:20]=1)(=[O:25])=[O:26]. The yield is 0.770. (9) The reactants are [CH2:1]([N:5]1[C:9](=[O:10])[C:8](O)=[C:7]([C:12]2[CH:17]=[CH:16][CH:15]=[CH:14][CH:13]=2)[S:6]1(=[O:19])=[O:18])[CH2:2][CH2:3][CH3:4].C(Cl)(=O)C([Cl:23])=O.CN(C=O)C. The catalyst is C(Cl)Cl. The product is [CH2:1]([N:5]1[C:9](=[O:10])[C:8]([Cl:23])=[C:7]([C:12]2[CH:17]=[CH:16][CH:15]=[CH:14][CH:13]=2)[S:6]1(=[O:19])=[O:18])[CH2:2][CH2:3][CH3:4]. The yield is 0.880.